Predict which catalyst facilitates the given reaction. From a dataset of Catalyst prediction with 721,799 reactions and 888 catalyst types from USPTO. Reactant: [Br:1][C:2]1[CH:6]=[C:5](Br)[S:4][C:3]=1[C:8]#[N:9].[NH2:10][CH2:11][CH:12]1[O:16][CH2:15][CH2:14][O:13]1.C([O-])(O)=O.[Na+].CN1C(=O)CCC1. Product: [Br:1][C:2]1[CH:6]=[C:5]([NH:10][CH2:11][CH:12]2[O:16][CH2:15][CH2:14][O:13]2)[S:4][C:3]=1[C:8]#[N:9]. The catalyst class is: 6.